This data is from Forward reaction prediction with 1.9M reactions from USPTO patents (1976-2016). The task is: Predict the product of the given reaction. (1) Given the reactants [OH-].[K+].CN1C=C(C2C=C3C=CNC3=NC=2)C=N1.II.S(OS([O-])=O)([O-])=O.[Na+].[Na+].[I:29][C:30]1[C:38]2[C:33](=[N:34][CH:35]=[C:36]([C:39]3[CH:40]=[N:41][N:42]([CH3:44])[CH:43]=3)[CH:37]=2)[NH:32][CH:31]=1.[C:45](O[C:45]([O:47][C:48]([CH3:51])([CH3:50])[CH3:49])=[O:46])([O:47][C:48]([CH3:51])([CH3:50])[CH3:49])=[O:46], predict the reaction product. The product is: [I:29][C:30]1[C:38]2[C:33](=[N:34][CH:35]=[C:36]([C:39]3[CH:40]=[N:41][N:42]([CH3:44])[CH:43]=3)[CH:37]=2)[N:32]([C:45]([O:47][C:48]([CH3:51])([CH3:50])[CH3:49])=[O:46])[CH:31]=1. (2) Given the reactants [CH3:1][N:2]([CH3:32])[C:3]1[N:12]=[C:11]([NH:13][CH2:14][C:15]2[CH:20]=[CH:19][C:18]([NH:21][C:22](=[O:30])[C:23]3[CH:28]=[CH:27][C:26]([F:29])=[CH:25][CH:24]=3)=[CH:17][CH:16]=2)[C:10]2[C:5](=[CH:6][C:7](I)=[CH:8][CH:9]=2)[N:4]=1.[CH:33]([C:35]1[CH:40]=[CH:39][C:38](B(O)O)=[CH:37][CH:36]=1)=[O:34].Cl, predict the reaction product. The product is: [CH3:1][N:2]([CH3:32])[C:3]1[N:12]=[C:11]([NH:13][CH2:14][C:15]2[CH:20]=[CH:19][C:18]([NH:21][C:22](=[O:30])[C:23]3[CH:28]=[CH:27][C:26]([F:29])=[CH:25][CH:24]=3)=[CH:17][CH:16]=2)[C:10]2[C:5](=[CH:6][C:7]([C:38]3[CH:39]=[CH:40][C:35]([CH:33]=[O:34])=[CH:36][CH:37]=3)=[CH:8][CH:9]=2)[N:4]=1. (3) Given the reactants [CH3:1][CH:2]([CH3:33])[C@H:3]([NH:7][C:8](=[O:32])[C:9]1[CH:14]=[CH:13][C:12]([S:15](=[O:31])(=[O:30])[NH:16][C:17]2[CH:22]=[CH:21][CH:20]=[CH:19][C:18]=2[O:23][C:24]2[CH:29]=[CH:28][CH:27]=[CH:26][CH:25]=2)=[CH:11][CH:10]=1)[C:4](O)=[O:5].[C:34]([O:38][C:39]([N:41]1[CH2:46][CH2:45][CH:44]([CH2:47][NH2:48])[CH2:43][CH2:42]1)=[O:40])([CH3:37])([CH3:36])[CH3:35], predict the reaction product. The product is: [C:34]([O:38][C:39]([N:41]1[CH2:46][CH2:45][CH:44]([CH2:47][NH:48][C:4](=[O:5])[C@@H:3]([NH:7][C:8](=[O:32])[C:9]2[CH:10]=[CH:11][C:12]([S:15](=[O:31])(=[O:30])[NH:16][C:17]3[CH:22]=[CH:21][CH:20]=[CH:19][C:18]=3[O:23][C:24]3[CH:29]=[CH:28][CH:27]=[CH:26][CH:25]=3)=[CH:13][CH:14]=2)[CH:2]([CH3:33])[CH3:1])[CH2:43][CH2:42]1)=[O:40])([CH3:37])([CH3:36])[CH3:35]. (4) Given the reactants [N:1]1[C:10]2[C:5](=[CH:6][CH:7]=[CH:8][CH:9]=2)[CH:4]=[CH:3][C:2]=1[CH2:11][S:12][C:13]1[CH:29]=[CH:28][C:16]([O:17][CH2:18][C:19]2[CH:27]=[CH:26][C:22]([C:23]([OH:25])=[O:24])=[CH:21][CH:20]=2)=[CH:15][CH:14]=1.ClC1C=CC=C(C(OO)=[O:38])C=1.C(=O)([O-])O.[K+], predict the reaction product. The product is: [N:1]1[C:10]2[C:5](=[CH:6][CH:7]=[CH:8][CH:9]=2)[CH:4]=[CH:3][C:2]=1[CH2:11][S:12]([C:13]1[CH:29]=[CH:28][C:16]([O:17][CH2:18][C:19]2[CH:20]=[CH:21][C:22]([C:23]([OH:25])=[O:24])=[CH:26][CH:27]=2)=[CH:15][CH:14]=1)=[O:38]. (5) Given the reactants [CH3:1][O:2][C:3]1[CH:11]=[CH:10][CH:9]=[CH:8][C:4]=1[C:5]([OH:7])=O.C1(P(C2C=CC=CC=2)C2C=CC=CC=2)C=CC=CC=1.C([N:33](CC)CC)C.[C:38]([N:45]([C:47](=O)[CH2:48][CH2:49][NH2:50])N)([O:40][C:41]([CH3:44])([CH3:43])[CH3:42])=[O:39], predict the reaction product. The product is: [C:41]([O:40][C:38](=[O:39])[NH:45][CH2:47][CH2:48][C:49]1[O:7][C:5]([C:4]2[CH:8]=[CH:9][CH:10]=[CH:11][C:3]=2[O:2][CH3:1])=[N:33][N:50]=1)([CH3:44])([CH3:43])[CH3:42]. (6) Given the reactants CS(O[CH2:6][C:7]1[C:16]([Cl:17])=[C:15]2[C:10]([C:11](=[O:31])[N:12]([CH2:18][C:19]3[CH:24]=[C:23]([Cl:25])[CH:22]=[CH:21][C:20]=3[S:26]([CH2:29][CH3:30])(=[O:28])=[O:27])[CH:13]=[N:14]2)=[CH:9][C:8]=1[C:32]([F:35])([F:34])[F:33])(=O)=O.[NH:36]1[CH2:41][CH2:40][CH2:39][C@@H:38]([C:42]([NH2:44])=[O:43])[CH2:37]1, predict the reaction product. The product is: [Cl:17][C:16]1[C:7]([CH2:6][N:36]2[CH2:41][CH2:40][CH2:39][C@@H:38]([C:42]([NH2:44])=[O:43])[CH2:37]2)=[C:8]([C:32]([F:33])([F:34])[F:35])[CH:9]=[C:10]2[C:15]=1[N:14]=[CH:13][N:12]([CH2:18][C:19]1[CH:24]=[C:23]([Cl:25])[CH:22]=[CH:21][C:20]=1[S:26]([CH2:29][CH3:30])(=[O:28])=[O:27])[C:11]2=[O:31]. (7) Given the reactants [CH2:1]([C:3]([C:14]1[CH:19]=[CH:18][C:17]([O:20]S(C(F)(F)F)(=O)=O)=[C:16]([CH3:28])[CH:15]=1)([C:6]1[CH:11]=[CH:10][C:9](O)=[C:8]([CH3:13])[CH:7]=1)[CH2:4][CH3:5])[CH3:2].C(N(CC)CC)C.[CH3:36][O:37][C:38](=[O:41])[CH:39]=[CH2:40], predict the reaction product. The product is: [CH3:36][O:37][C:38](=[O:41])/[CH:39]=[CH:40]/[C:9]1[CH:10]=[CH:11][C:6]([C:3]([CH2:4][CH3:5])([C:14]2[CH:19]=[CH:18][C:17]([OH:20])=[C:16]([CH3:28])[CH:15]=2)[CH2:1][CH3:2])=[CH:7][C:8]=1[CH3:13]. (8) Given the reactants CS(C)=O.C(Cl)(=O)C(Cl)=O.[O:11]1[C:15]2[CH:16]=[CH:17][C:18]([C@@H:20]([CH2:27][C:28]3[N:29]=[C:30]([CH2:33][CH2:34][CH2:35][CH2:36][OH:37])[S:31][CH:32]=3)[CH2:21][C:22]([O:24][CH2:25][CH3:26])=[O:23])=[CH:19][C:14]=2[O:13][CH2:12]1.C(N(CC)CC)C, predict the reaction product. The product is: [O:11]1[C:15]2[CH:16]=[CH:17][C:18]([C@@H:20]([CH2:27][C:28]3[N:29]=[C:30]([CH2:33][CH2:34][CH2:35][CH:36]=[O:37])[S:31][CH:32]=3)[CH2:21][C:22]([O:24][CH2:25][CH3:26])=[O:23])=[CH:19][C:14]=2[O:13][CH2:12]1.